Dataset: Catalyst prediction with 721,799 reactions and 888 catalyst types from USPTO. Task: Predict which catalyst facilitates the given reaction. (1) Reactant: [CH2:1]([O:3][C@H:4]1[CH2:8][NH:7][CH2:6][C@H:5]1[NH:9][C:10]1[C:15]([CH2:16][CH3:17])=[N:14][CH:13]=[C:12]([CH2:18][CH3:19])[N:11]=1)[CH3:2].C(N(CC)CC)C.Cl[C:28]([O:30][CH3:31])=[O:29].C([O-])(O)=O.[Na+]. Product: [CH2:16]([C:15]1[C:10]([NH:9][C@H:5]2[C@@H:4]([O:3][CH2:1][CH3:2])[CH2:8][N:7]([C:28]([O:30][CH3:31])=[O:29])[CH2:6]2)=[N:11][C:12]([CH2:18][CH3:19])=[CH:13][N:14]=1)[CH3:17]. The catalyst class is: 2. (2) Reactant: [C:1]([C:5]1[CH:15]=[CH:14][C:8]([O:9]CC(O)=O)=[CH:7][C:6]=1[F:16])([CH3:4])([CH3:3])[CH3:2].[Cl-].ClC1N(C)CC[NH+]1C.Cl.NCC1C=CC(NS(C)(=O)=O)=C(F)C=1. Product: [C:1]([C:5]1[CH:15]=[CH:14][C:8]([OH:9])=[CH:7][C:6]=1[F:16])([CH3:4])([CH3:2])[CH3:3]. The catalyst class is: 66.